From a dataset of Forward reaction prediction with 1.9M reactions from USPTO patents (1976-2016). Predict the product of the given reaction. Given the reactants [C:1]([O:4][CH2:5][C:6]1[C:11]([C:12]2[CH:17]=[CH:16][N:15]=[C:14]([NH2:18])[C:13]=2[NH2:19])=[CH:10][CH:9]=[CH:8][C:7]=1[N:20]1[C:26](=[O:27])[C:25]2[C:28]([F:35])=[CH:29][C:30]([CH:32]3[CH2:34][CH2:33]3)=[CH:31][C:24]=2[O:23][CH2:22][CH2:21]1)(=[O:3])[CH3:2].[N:36]1([C:42]([C:44]2[CH:51]=[CH:50][C:47]([CH:48]=O)=[CH:46][CH:45]=2)=[O:43])[CH2:41][CH2:40][O:39][CH2:38][CH2:37]1.CC1C=CC(S(O)(=O)=O)=CC=1, predict the reaction product. The product is: [C:1]([O:4][CH2:5][C:6]1[C:11]([C:12]2[CH:17]=[CH:16][N:15]=[C:14]3[NH:18][C:48]([C:47]4[CH:50]=[CH:51][C:44]([C:42]([N:36]5[CH2:41][CH2:40][O:39][CH2:38][CH2:37]5)=[O:43])=[CH:45][CH:46]=4)=[N:19][C:13]=23)=[CH:10][CH:9]=[CH:8][C:7]=1[N:20]1[C:26](=[O:27])[C:25]2[C:28]([F:35])=[CH:29][C:30]([CH:32]3[CH2:33][CH2:34]3)=[CH:31][C:24]=2[O:23][CH2:22][CH2:21]1)(=[O:3])[CH3:2].